Predict the reactants needed to synthesize the given product. From a dataset of Full USPTO retrosynthesis dataset with 1.9M reactions from patents (1976-2016). (1) Given the product [CH3:34][CH:33]1[C:13]2=[C:14]3[C:18](=[CH:19][CH:20]=[C:12]2[OH:11])[N:17]([S:21]([C:24]2[CH:29]=[CH:28][CH:27]=[CH:26][CH:25]=2)(=[O:23])=[O:22])[CH:16]=[C:15]3[CH2:30][CH2:31][NH:32]1, predict the reactants needed to synthesize it. The reactants are: C(Cl)Cl.C(O)(C(F)(F)F)=O.[OH:11][C:12]1[CH:20]=[CH:19][C:18]2[N:17]([S:21]([C:24]3[CH:29]=[CH:28][CH:27]=[CH:26][CH:25]=3)(=[O:23])=[O:22])[CH:16]=[C:15]3[CH2:30][CH2:31][N:32](C(OC(C)(C)C)=O)[CH:33]([CH3:34])[C:13]=1[C:14]=23. (2) Given the product [Cl:1][C:2]1[CH:7]=[C:6]2[CH2:8][O:9][C:10]3[CH:37]=[C:36]4[C:13]([CH:14]=[CH:15][C:16]5[N:20]=[C:19]([C@@H:21]6[CH2:25][C@H:24]([O:26][CH2:27][CH3:28])[CH2:23][N:22]6[C:45](=[O:46])[C@@H:44]([NH:43][C:41](=[O:42])[O:40][CH3:39])[CH:48]([CH3:50])[CH3:49])[NH:18][C:17]=54)=[CH:12][C:11]=3[C:5]2=[CH:4][CH:3]=1, predict the reactants needed to synthesize it. The reactants are: [Cl:1][C:2]1[CH:7]=[C:6]2[CH2:8][O:9][C:10]3[CH:37]=[C:36]4[C:13]([CH:14]=[CH:15][C:16]5[N:20]=[C:19]([C@@H:21]6[CH2:25][C@H:24]([O:26][CH2:27][CH3:28])[CH2:23][N:22]6C(OC(C)(C)C)=O)[NH:18][C:17]=54)=[CH:12][C:11]=3[C:5]2=[CH:4][CH:3]=1.Cl.[CH3:39][O:40][C:41]([NH:43][C@@H:44]([CH:48]([CH3:50])[CH3:49])[C:45](O)=[O:46])=[O:42].CN(C(ON1N=NC2C=CC=NC1=2)=[N+](C)C)C.F[P-](F)(F)(F)(F)F.CCN(C(C)C)C(C)C. (3) The reactants are: O1C2C=CC=CC=2OB1.[Br:10][C:11]1[C:12]([N:27]2[CH2:32][CH2:31][CH:30]([CH3:33])[CH2:29][CH2:28]2)=[C:13]([C:19](=[O:26])[C:20]([O:22][CH:23]([CH3:25])[CH3:24])=[O:21])[C:14]([CH3:18])=[N:15][C:16]=1[CH3:17].CB1N2CCC[C@@H]2C(C2C=CC=CC=2)(C2C=CC=CC=2)O1. Given the product [Br:10][C:11]1[C:12]([N:27]2[CH2:32][CH2:31][CH:30]([CH3:33])[CH2:29][CH2:28]2)=[C:13]([C@H:19]([OH:26])[C:20]([O:22][CH:23]([CH3:25])[CH3:24])=[O:21])[C:14]([CH3:18])=[N:15][C:16]=1[CH3:17], predict the reactants needed to synthesize it. (4) Given the product [CH3:1][O:2][C:3]([C:4]1[CH:5]=[C:6]([C:18]2[CH:26]=[CH:25][CH:21]=[C:20]([F:42])[CH:19]=2)[CH:7]=[C:8]([O:10][CH2:11][C:12]2[CH:17]=[CH:16][CH:15]=[CH:14][CH:13]=2)[CH:9]=1)=[O:27], predict the reactants needed to synthesize it. The reactants are: [CH3:1][O:2][C:3](=[O:27])[C:4]1[CH:9]=[C:8]([O:10][CH2:11][C:12]2[CH:17]=[CH:16][CH:15]=[CH:14][CH:13]=2)[CH:7]=[C:6]([C:18]2[CH:26]=[CH:25][C:21]3OCO[C:20]=3[CH:19]=2)[CH:5]=1.COC(=O)C1C=C(OS(C(F)(F)[F:42])(=O)=O)C=C(OCC2C=CC=CC=2)C=1.FC1C=C(B(O)O)C=CC=1. (5) Given the product [CH3:1][O:2][C:3]1[CH:4]=[C:5]2[C:10](=[CH:11][C:12]=1[O:13][CH3:14])[N:9]=[CH:8][CH:7]=[C:6]2[O:15][C:16]1[CH:22]=[CH:21][C:19]([NH:20][C:36]([NH:53][C@H:51]([C:48]2[CH:49]=[CH:50][C:45]([F:44])=[CH:46][CH:47]=2)[CH3:52])=[O:42])=[CH:18][C:17]=1[O:23][CH3:24], predict the reactants needed to synthesize it. The reactants are: [CH3:1][O:2][C:3]1[CH:4]=[C:5]2[C:10](=[CH:11][C:12]=1[O:13][CH3:14])[N:9]=[CH:8][CH:7]=[C:6]2[O:15][C:16]1[CH:22]=[CH:21][C:19]([NH2:20])=[CH:18][C:17]=1[O:23][CH3:24].C(N(CC)CC)C.ClC(Cl)(O[C:36](=[O:42])OC(Cl)(Cl)Cl)Cl.[F:44][C:45]1[CH:50]=[CH:49][C:48]([C@@H:51]([NH2:53])[CH3:52])=[CH:47][CH:46]=1. (6) Given the product [F:1][C:2]1[CH:3]=[CH:4][C:5]([S:8]([N:11]([C:12]2[CH:17]=[CH:16][C:15]([CH:18]([CH3:20])[CH3:19])=[CH:14][N:13]=2)[CH2:25][CH:23]2[CH2:24][O:21][CH2:22]2)(=[O:10])=[O:9])=[CH:6][CH:7]=1, predict the reactants needed to synthesize it. The reactants are: [F:1][C:2]1[CH:7]=[CH:6][C:5]([S:8]([NH:11][C:12]2[CH:17]=[CH:16][C:15]([CH:18]([CH3:20])[CH3:19])=[CH:14][N:13]=2)(=[O:10])=[O:9])=[CH:4][CH:3]=1.[O:21]1[CH2:24][CH:23]([CH2:25]O)[CH2:22]1.C(P(CCCC)(CCCC)=CC#N)CCC. (7) Given the product [Cl:8][C:7]1[C:2]([Cl:1])=[C:3]([CH2:10][CH2:11][C:12](=[O:13])[C:14]2[S:15][C:16]([C:19]3[CH:24]=[CH:23][C:22]([C:25]([F:27])([F:28])[F:26])=[CH:21][CH:20]=3)=[CH:17][CH:18]=2)[CH:4]=[CH:5][C:6]=1[O:9][C:30]([CH3:39])([CH3:38])[C:31]([O:33][C:34]([CH3:37])([CH3:36])[CH3:35])=[O:32], predict the reactants needed to synthesize it. The reactants are: [Cl:1][C:2]1[C:7]([Cl:8])=[C:6]([OH:9])[CH:5]=[CH:4][C:3]=1[CH2:10][CH2:11][C:12]([C:14]1[S:15][C:16]([C:19]2[CH:24]=[CH:23][C:22]([C:25]([F:28])([F:27])[F:26])=[CH:21][CH:20]=2)=[CH:17][CH:18]=1)=[O:13].Br[C:30]([CH3:39])([CH3:38])[C:31]([O:33][C:34]([CH3:37])([CH3:36])[CH3:35])=[O:32]. (8) Given the product [Br:16][C:14]1[N:13]([CH:17]([CH3:18])[CH3:19])[C:12]2[CH:20]([C:29]3[CH:34]=[CH:33][C:32]([C:35]#[N:36])=[CH:31][CH:30]=3)[N:21]([C:22]3[N:23]([CH3:28])[N:24]=[C:25]([CH3:27])[CH:26]=3)[C:9](=[O:8])[C:11]=2[CH:15]=1, predict the reactants needed to synthesize it. The reactants are: [Cl-].C([Al+]CC)C.C[O:8][C:9]([C:11]1[CH:15]=[C:14]([Br:16])[N:13]([CH:17]([CH3:19])[CH3:18])[C:12]=1[CH:20]([C:29]1[CH:34]=[CH:33][C:32]([C:35]#[N:36])=[CH:31][CH:30]=1)[NH:21][C:22]1[N:23]([CH3:28])[N:24]=[C:25]([CH3:27])[CH:26]=1)=O. (9) Given the product [CH2:13]([N:4]([C:1](=[NH:2])[S:3][CH3:15])[NH:5][C:6]([O:8][C:9]([CH3:10])([CH3:12])[CH3:11])=[O:7])[CH3:14], predict the reactants needed to synthesize it. The reactants are: [C:1]([N:4]([CH2:13][CH3:14])[NH:5][C:6]([O:8][C:9]([CH3:12])([CH3:11])[CH3:10])=[O:7])(=[S:3])[NH2:2].[CH3:15]I.